Regression. Given two drug SMILES strings and cell line genomic features, predict the synergy score measuring deviation from expected non-interaction effect. From a dataset of NCI-60 drug combinations with 297,098 pairs across 59 cell lines. (1) Drug 1: C1=CC(=CC=C1CCC2=CNC3=C2C(=O)NC(=N3)N)C(=O)NC(CCC(=O)O)C(=O)O. Synergy scores: CSS=38.6, Synergy_ZIP=-6.98, Synergy_Bliss=-5.76, Synergy_Loewe=5.14, Synergy_HSA=5.95. Drug 2: C1C(C(OC1N2C=C(C(=O)NC2=O)F)CO)O. Cell line: A498. (2) Drug 1: CC(CN1CC(=O)NC(=O)C1)N2CC(=O)NC(=O)C2. Synergy scores: CSS=33.2, Synergy_ZIP=-4.47, Synergy_Bliss=-2.77, Synergy_Loewe=-0.819, Synergy_HSA=1.30. Drug 2: CC1=C2C(C(=O)C3(C(CC4C(C3C(C(C2(C)C)(CC1OC(=O)C(C(C5=CC=CC=C5)NC(=O)OC(C)(C)C)O)O)OC(=O)C6=CC=CC=C6)(CO4)OC(=O)C)O)C)O. Cell line: HOP-92. (3) Drug 1: CS(=O)(=O)C1=CC(=C(C=C1)C(=O)NC2=CC(=C(C=C2)Cl)C3=CC=CC=N3)Cl. Drug 2: CC1=C(N=C(N=C1N)C(CC(=O)N)NCC(C(=O)N)N)C(=O)NC(C(C2=CN=CN2)OC3C(C(C(C(O3)CO)O)O)OC4C(C(C(C(O4)CO)O)OC(=O)N)O)C(=O)NC(C)C(C(C)C(=O)NC(C(C)O)C(=O)NCCC5=NC(=CS5)C6=NC(=CS6)C(=O)NCCC[S+](C)C)O. Cell line: A498. Synergy scores: CSS=4.39, Synergy_ZIP=-2.82, Synergy_Bliss=-2.32, Synergy_Loewe=-6.11, Synergy_HSA=-1.39. (4) Drug 2: CN(CCCl)CCCl.Cl. Cell line: SK-MEL-2. Synergy scores: CSS=24.6, Synergy_ZIP=-6.15, Synergy_Bliss=-2.72, Synergy_Loewe=-7.91, Synergy_HSA=-1.37. Drug 1: CC1CCC2CC(C(=CC=CC=CC(CC(C(=O)C(C(C(=CC(C(=O)CC(OC(=O)C3CCCCN3C(=O)C(=O)C1(O2)O)C(C)CC4CCC(C(C4)OC)O)C)C)O)OC)C)C)C)OC. (5) Drug 1: C1CC(=O)NC(=O)C1N2C(=O)C3=CC=CC=C3C2=O. Drug 2: CC(C)NC(=O)C1=CC=C(C=C1)CNNC.Cl. Cell line: HL-60(TB). Synergy scores: CSS=4.86, Synergy_ZIP=2.34, Synergy_Bliss=-4.96, Synergy_Loewe=-1.12, Synergy_HSA=-1.67. (6) Drug 1: C1CC(=O)NC(=O)C1N2CC3=C(C2=O)C=CC=C3N. Drug 2: CC1=C(C(=CC=C1)Cl)NC(=O)C2=CN=C(S2)NC3=CC(=NC(=N3)C)N4CCN(CC4)CCO. Cell line: NCI/ADR-RES. Synergy scores: CSS=4.48, Synergy_ZIP=-1.13, Synergy_Bliss=0.452, Synergy_Loewe=1.77, Synergy_HSA=0.328.